Task: Predict the reaction yield, written as a fraction of the theoretical maximum amount of product (1.0 means a 100% yield; for example, 0.34 means a 34% yield).. Dataset: Reaction yield outcomes from USPTO patents with 853,638 reactions (1) The reactants are [F:1][C:2]([CH3:33])([CH3:32])[CH2:3][CH2:4][CH:5]1[C:9](=[O:10])[O:8][CH:7]([CH:11]([NH:19][C:20]([C:22]2[CH:31]=[N:30][C:29]3[C:24](=[CH:25][CH:26]=[CH:27][CH:28]=3)[N:23]=2)=[O:21])[CH2:12][C:13]2[CH:18]=[CH:17][CH:16]=[CH:15][CH:14]=2)[CH2:6]1.[OH-:34].[Li+]. The catalyst is O1CCCC1. The product is [F:1][C:2]([CH3:32])([CH3:33])[CH2:3][CH2:4][CH:5]([CH2:6][CH:7]([OH:34])[CH:11]([NH:19][C:20]([C:22]1[CH:31]=[N:30][C:29]2[C:24](=[CH:25][CH:26]=[CH:27][CH:28]=2)[N:23]=1)=[O:21])[CH2:12][C:13]1[CH:14]=[CH:15][CH:16]=[CH:17][CH:18]=1)[C:9]([OH:8])=[O:10]. The yield is 1.00. (2) The reactants are [H-].C([Al+]CC(C)C)C(C)C.[CH2:11]([N:18]([CH3:30])[S:19]([C:22]1[CH:27]=[CH:26][CH:25]=[C:24]([C:28]#N)[CH:23]=1)(=[O:21])=[O:20])[C:12]1[CH:17]=[CH:16][CH:15]=[CH:14][CH:13]=1.[C@H](O)(C([O-])=O)[C@@H](O)C([O-])=[O:34].[Na+].[K+]. The catalyst is C1(C)C=CC=CC=1. The product is [CH2:11]([N:18]([CH3:30])[S:19]([C:22]1[CH:27]=[CH:26][CH:25]=[C:24]([CH:28]=[O:34])[CH:23]=1)(=[O:21])=[O:20])[C:12]1[CH:17]=[CH:16][CH:15]=[CH:14][CH:13]=1. The yield is 0.610. (3) The reactants are [Cl:1][C:2]1[CH:9]=[CH:8][CH:7]=[C:6]([CH3:10])[C:3]=1[C:4]#N.[H-].C([Al+]CC(C)C)C(C)C.CC(C[AlH]CC(C)C)C.Cl.[OH2:31]. The catalyst is CO.C1COCC1. The product is [Cl:1][C:2]1[CH:9]=[CH:8][CH:7]=[C:6]([CH3:10])[C:3]=1[CH:4]=[O:31]. The yield is 0.230. (4) The reactants are C(OC([N:8]1[CH2:12][CH:11]([OH:13])[CH:10]([N:14]2[CH2:19][CH2:18][N:17]([C:20](=[O:28])[C:21]3[CH:26]=[CH:25][C:24]([Cl:27])=[CH:23][CH:22]=3)[CH2:16][CH2:15]2)[CH2:9]1)=O)(C)(C)C.Cl.O1CCOCC1. The catalyst is C(Cl)Cl.CCOCC. The product is [Cl:27][C:24]1[CH:25]=[CH:26][C:21]([C:20]([N:17]2[CH2:18][CH2:19][N:14]([CH:10]3[CH:11]([OH:13])[CH2:12][NH:8][CH2:9]3)[CH2:15][CH2:16]2)=[O:28])=[CH:22][CH:23]=1. The yield is 0.990.